Task: Predict which catalyst facilitates the given reaction.. Dataset: Catalyst prediction with 721,799 reactions and 888 catalyst types from USPTO (1) Reactant: C1C=CC(P(C2C=CC=CC=2)C2C=CC=CC=2)=CC=1.II.[CH2:22]([O:29][N:30]1[C:36](=[O:37])[N:35]2[CH2:38][C@H:31]1[CH2:32][CH2:33][C@H:34]2[C:39]([NH:41][NH:42][C:43](=O)[CH2:44][CH:45]1[CH2:48][CH:47]([NH:49][C:50](=[O:56])[O:51][C:52]([CH3:55])([CH3:54])[CH3:53])[CH2:46]1)=[O:40])[C:23]1[CH:28]=[CH:27][CH:26]=[CH:25][CH:24]=1. Product: [CH2:22]([O:29][N:30]1[C:36](=[O:37])[N:35]2[CH2:38][C@H:31]1[CH2:32][CH2:33][C@H:34]2[C:39]1[O:40][C:43]([CH2:44][CH:45]2[CH2:46][CH:47]([NH:49][C:50](=[O:56])[O:51][C:52]([CH3:55])([CH3:54])[CH3:53])[CH2:48]2)=[N:42][N:41]=1)[C:23]1[CH:28]=[CH:27][CH:26]=[CH:25][CH:24]=1. The catalyst class is: 2. (2) Reactant: [CH3:1][S:2]([C:5]1[CH:10]=[CH:9][C:8]([C@@H:11]([CH2:15][C@H:16]2[CH2:20][CH2:19][C:18](=[O:21])[CH2:17]2)[C:12]([OH:14])=O)=[CH:7][C:6]=1[CH3:22])(=[O:4])=[O:3].C(Cl)(=O)C(Cl)=O.[CH3:29][O:30][CH2:31][CH2:32][N:33]1[CH:37]=[CH:36][C:35]([NH2:38])=[N:34]1.N1C(C)=CC=CC=1C. Product: [CH3:1][S:2]([C:5]1[CH:10]=[CH:9][C:8]([C@@H:11]([CH2:15][C@H:16]2[CH2:20][CH2:19][C:18](=[O:21])[CH2:17]2)[C:12]([NH:38][C:35]2[CH:36]=[CH:37][N:33]([CH2:32][CH2:31][O:30][CH3:29])[N:34]=2)=[O:14])=[CH:7][C:6]=1[CH3:22])(=[O:4])=[O:3]. The catalyst class is: 2. (3) The catalyst class is: 32. Reactant: [F:1][C:2]1[CH:24]=[CH:23][C:22]([CH2:25][N:26]2[CH2:46][CH2:45][C:29]3([O:34][CH2:33][CH2:32][N:31]([C:35]([C:37]4[N:38]=[C:39]([CH:42]([CH3:44])[CH3:43])[S:40][CH:41]=4)=[O:36])[CH2:30]3)[CH2:28][CH2:27]2)=[CH:21][C:3]=1[CH2:4][CH2:5][NH:6][CH2:7][C@@H:8]([C:10]1[C:18]2[S:17][C:16](=[O:19])[NH:15][C:14]=2[C:13]([OH:20])=[CH:12][CH:11]=1)[OH:9].[C@:47]12([CH2:57][S:58]([OH:61])(=[O:60])=[O:59])[C:54]([CH3:56])([CH3:55])[CH:51]([CH2:52][CH2:53]1)[CH2:50][C:48]2=[O:49]. Product: [C@:47]12([CH2:57][S:58]([OH:61])(=[O:59])=[O:60])[C:54]([CH3:56])([CH3:55])[CH:51]([CH2:52][CH2:53]1)[CH2:50][C:48]2=[O:49].[C@:47]12([CH2:57][S:58]([OH:61])(=[O:59])=[O:60])[C:54]([CH3:56])([CH3:55])[CH:51]([CH2:52][CH2:53]1)[CH2:50][C:48]2=[O:49].[F:1][C:2]1[CH:24]=[CH:23][C:22]([CH2:25][N:26]2[CH2:27][CH2:28][C:29]3([O:34][CH2:33][CH2:32][N:31]([C:35]([C:37]4[N:38]=[C:39]([CH:42]([CH3:44])[CH3:43])[S:40][CH:41]=4)=[O:36])[CH2:30]3)[CH2:45][CH2:46]2)=[CH:21][C:3]=1[CH2:4][CH2:5][NH:6][CH2:7][C@@H:8]([C:10]1[C:18]2[S:17][C:16](=[O:19])[NH:15][C:14]=2[C:13]([OH:20])=[CH:12][CH:11]=1)[OH:9]. (4) Reactant: [C:1]([OH:7])([C:3]([F:6])([F:5])[F:4])=[O:2].C(OC([N:15]1[CH2:20][CH2:19][C@H:18]([N:21]2[C:33]3[C:32]4[CH:31]=[C:30]([C:34]5[CH:39]=[CH:38][C:37]([O:40][C:41]6[N:46]=[CH:45][CH:44]=[CH:43][N:42]=6)=[CH:36][C:35]=5[Cl:47])[C:29]([F:48])=[CH:28][C:27]=4[N:26]=[CH:25][C:24]=3[N:23]=[C:22]2[CH3:49])[C@@H:17]([F:50])[CH2:16]1)=O)(C)(C)C.CO.C(Cl)Cl. Product: [C:1]([OH:7])([C:3]([F:6])([F:5])[F:4])=[O:2].[Cl:47][C:35]1[CH:36]=[C:37]([O:40][C:41]2[N:46]=[CH:45][CH:44]=[CH:43][N:42]=2)[CH:38]=[CH:39][C:34]=1[C:30]1[C:29]([F:48])=[CH:28][C:27]2[N:26]=[CH:25][C:24]3[N:23]=[C:22]([CH3:49])[N:21]([C@H:18]4[CH2:19][CH2:20][NH:15][CH2:16][C@@H:17]4[F:50])[C:33]=3[C:32]=2[CH:31]=1. The catalyst class is: 2. (5) Reactant: C([C:4]1[CH:9]=[C:8]([O:10][C:11]2[CH:16]=[CH:15][C:14]([NH:17][C:18]([C:20]3[C:21](=[O:35])[N:22]([C:29]4[CH:34]=[CH:33][CH:32]=[CH:31][CH:30]=4)[N:23]4[CH2:28][CH2:27][O:26][CH2:25][C:24]=34)=[O:19])=[CH:13][C:12]=2[F:36])[CH:7]=[CH:6][N:5]=1)(=O)N.CC#[N:39].O.C(OI(C1C=CC=CC=1)OC(=O)C)(=O)C. Product: [NH2:39][C:4]1[CH:9]=[C:8]([O:10][C:11]2[CH:16]=[CH:15][C:14]([NH:17][C:18]([C:20]3[C:21](=[O:35])[N:22]([C:29]4[CH:34]=[CH:33][CH:32]=[CH:31][CH:30]=4)[N:23]4[CH2:28][CH2:27][O:26][CH2:25][C:24]=34)=[O:19])=[CH:13][C:12]=2[F:36])[CH:7]=[CH:6][N:5]=1. The catalyst class is: 25. (6) Reactant: [CH3:1][O:2][C:3]([C:5]1[N:6]([CH3:11])[CH:7]=[C:8](Br)[N:9]=1)=[O:4].[F-].[Cs+].B1([C:23]2[CH:28]=[CH:27][C:26]([NH2:29])=[CH:25][CH:24]=2)OC(C)(C)C(C)(C)O1. Product: [NH2:29][C:26]1[CH:27]=[CH:28][C:23]([C:8]2[N:9]=[C:5]([C:3]([O:2][CH3:1])=[O:4])[N:6]([CH3:11])[CH:7]=2)=[CH:24][CH:25]=1. The catalyst class is: 128. (7) Reactant: C[Si](C)(C)[N-][Si](C)(C)C.[Li+].[F:11][C:12]1[CH:13]=[N:14][CH:15]=[CH:16][C:17]=1[CH3:18].[F:19][C:20]1[CH:30]=[CH:29][C:23]([C:24](OCC)=[O:25])=[CH:22][CH:21]=1.[Cl-].[NH4+]. Product: [F:19][C:20]1[CH:30]=[CH:29][C:23]([C:24](=[O:25])[CH2:18][C:17]2[CH:16]=[CH:15][N:14]=[CH:13][C:12]=2[F:11])=[CH:22][CH:21]=1. The catalyst class is: 49. (8) Reactant: [F:1][C:2]1[CH:8]=[CH:7][C:5]([NH2:6])=[CH:4][CH:3]=1.C[Al](C)C.C([O:15][C:16](=O)[C:17]1[CH:22]=[CH:21][C:20]([N:23]([CH:26]2[CH2:28][CH2:27]2)[CH2:24][CH3:25])=[N:19][CH:18]=1)C. Product: [CH:26]1([N:23]([CH2:24][CH3:25])[C:20]2[CH:21]=[CH:22][C:17]([C:16]([NH:6][C:5]3[CH:7]=[CH:8][C:2]([F:1])=[CH:3][CH:4]=3)=[O:15])=[CH:18][N:19]=2)[CH2:27][CH2:28]1. The catalyst class is: 11. (9) Reactant: [F:1][C:2]1[CH:3]=[C:4]([CH:9]=[CH:10][C:11]=1[O:12][C:13]1[CH:18]=[CH:17][C:16]([B:19]2[O:23][C:22](C)(C)C(C)(C)[O:20]2)=[C:15](C=O)[CH:14]=1)[C:5]([O:7][CH3:8])=[O:6].[BH4-].[Na+]. Product: [F:1][C:2]1[CH:3]=[C:4]([C:5]([O:7][CH3:8])=[O:6])[CH:9]=[CH:10][C:11]=1[O:12][C:13]1[CH:14]=[CH:15][C:16]2[B:19]([OH:20])[O:23][CH2:22][C:17]=2[CH:18]=1. The catalyst class is: 5.